This data is from Catalyst prediction with 721,799 reactions and 888 catalyst types from USPTO. The task is: Predict which catalyst facilitates the given reaction. (1) Reactant: [NH:1]1[CH:5]=[C:4]([C:6]2[CH:32]=[CH:31][C:9]3[N:10]([C:13]4[CH:14]=[C:15]([NH:27][C:28](=[O:30])[CH3:29])[CH:16]=[C:17]([C:19]5[CH:24]=[CH:23][C:22]([F:25])=[CH:21][C:20]=5[F:26])[CH:18]=4)[CH:11]=[N:12][C:8]=3[CH:7]=2)[CH:3]=[N:2]1.N1C=CC=CC=1.[CH:39]1([S:42](Cl)(=[O:44])=[O:43])[CH2:41][CH2:40]1. Product: [CH:39]1([S:42]([N:1]2[CH:5]=[C:4]([C:6]3[CH:32]=[CH:31][C:9]4[N:10]([C:13]5[CH:14]=[C:15]([NH:27][C:28](=[O:30])[CH3:29])[CH:16]=[C:17]([C:19]6[CH:24]=[CH:23][C:22]([F:25])=[CH:21][C:20]=6[F:26])[CH:18]=5)[CH:11]=[N:12][C:8]=4[CH:7]=3)[CH:3]=[N:2]2)(=[O:44])=[O:43])[CH2:41][CH2:40]1. The catalyst class is: 2. (2) The catalyst class is: 2. Reactant: [Cl:1][C:2]1[C:3]([F:31])=[C:4]([CH:8]2[C:12]([C:15]3[CH:20]=[CH:19][C:18]([Cl:21])=[C:17]([F:22])[CH:16]=3)([C:13]#[N:14])[CH:11]([CH2:23][C:24]([CH3:27])([CH3:26])[CH3:25])[NH:10][CH:9]2[C:28]([OH:30])=O)[CH:5]=[CH:6][CH:7]=1.[CH3:32][C:33]1([CH3:41])[O:37][C@@H:36]([CH2:38][CH2:39][NH2:40])[CH2:35][O:34]1.CCN(C(C)C)C(C)C. Product: [CH3:32][C:33]1([CH3:41])[O:37][C@@H:36]([CH2:38][CH2:39][NH:40][C:28]([CH:9]2[CH:8]([C:4]3[CH:5]=[CH:6][CH:7]=[C:2]([Cl:1])[C:3]=3[F:31])[C:12]([C:15]3[CH:20]=[CH:19][C:18]([Cl:21])=[C:17]([F:22])[CH:16]=3)([C:13]#[N:14])[CH:11]([CH2:23][C:24]([CH3:26])([CH3:27])[CH3:25])[NH:10]2)=[O:30])[CH2:35][O:34]1. (3) Reactant: [CH3:1][O:2][C:3](=[O:14])[CH2:4][C:5]1[CH:10]=[CH:9][C:8]([O:11][CH3:12])=[C:7]([F:13])[CH:6]=1.C1C(=O)N([Br:22])C(=O)C1.C(OOC(=O)C1C=CC=CC=1)(=O)C1C=CC=CC=1. Product: [CH3:1][O:2][C:3](=[O:14])[CH:4]([Br:22])[C:5]1[CH:10]=[CH:9][C:8]([O:11][CH3:12])=[C:7]([F:13])[CH:6]=1. The catalyst class is: 53. (4) Reactant: Cl.[CH2:2]([NH2:4])[CH3:3].CCN(C(C)C)C(C)C.[CH3:14][C:15]([C:19]1[N:23]([CH2:24][CH:25]2[CH2:30][CH2:29][O:28][CH2:27][CH2:26]2)[C:22]2[CH:31]=[CH:32][C:33]([S:35]([N:38]3[CH:42]=[C:41]([C:43]([OH:45])=O)[CH:40]=[N:39]3)(=[O:37])=[O:36])=[CH:34][C:21]=2[N:20]=1)([CH3:18])[CH2:16][CH3:17].CN(C(ON1N=NC2C=CC=NC1=2)=[N+](C)C)C.F[P-](F)(F)(F)(F)F. Product: [CH3:14][C:15]([C:19]1[N:23]([CH2:24][CH:25]2[CH2:30][CH2:29][O:28][CH2:27][CH2:26]2)[C:22]2[CH:31]=[CH:32][C:33]([S:35]([N:38]3[CH:42]=[C:41]([C:43]([NH:4][CH2:2][CH3:3])=[O:45])[CH:40]=[N:39]3)(=[O:37])=[O:36])=[CH:34][C:21]=2[N:20]=1)([CH3:18])[CH2:16][CH3:17]. The catalyst class is: 3. (5) Reactant: [C:1]([C@H:3]1[CH2:6][C@H:5]([NH:7]C(=O)OC(C)(C)C)[CH2:4]1)#[N:2].[C:15]([OH:21])([C:17]([F:20])([F:19])[F:18])=[O:16]. Product: [F:18][C:17]([F:20])([F:19])[C:15]([OH:21])=[O:16].[NH2:7][C@H:5]1[CH2:6][C@H:3]([C:1]#[N:2])[CH2:4]1. The catalyst class is: 2. (6) Reactant: [Cl:1][C:2]1[CH:7]=[C:6]([CH2:8][OH:9])[C:5]([C:10]2[CH:15]=[CH:14][CH:13]=[C:12]([F:16])[CH:11]=2)=[C:4]([N+:17]([O-])=O)[C:3]=1[CH:20]=[O:21].C(O)(=O)C.Cl. Product: [Cl:1][C:2]1[C:3]2=[CH:20][O:21][N:17]=[C:4]2[C:5]([C:10]2[CH:15]=[CH:14][CH:13]=[C:12]([F:16])[CH:11]=2)=[C:6]([CH2:8][OH:9])[CH:7]=1. The catalyst class is: 13. (7) Reactant: [CH:1]([N:14]1[CH2:17][CH:16]([N:18]2[C:26]3[C:21](=[CH:22][CH:23]=[C:24]([F:27])[CH:25]=3)[C:20]([C:28]3[N:29]=[C:30]4[C:36]([C:37](O)=[O:38])=[CH:35][N:34]([CH2:40][O:41][CH2:42][CH2:43][Si:44]([CH3:47])([CH3:46])[CH3:45])[C:31]4=[N:32][CH:33]=3)=[N:19]2)[CH2:15]1)([C:8]1[CH:13]=[CH:12][CH:11]=[CH:10][CH:9]=1)[C:2]1[CH:7]=[CH:6][CH:5]=[CH:4][CH:3]=1.CN(C(ON1N=[N:63][C:58]2[CH:59]=CC=N[C:57]1=2)=[N+](C)C)C.F[P-](F)(F)(F)(F)F.C(N)(C)C. Product: [CH:58]([NH:63][C:37]([C:36]1[C:30]2[C:31](=[N:32][CH:33]=[C:28]([C:20]3[C:21]4[C:26](=[CH:25][C:24]([F:27])=[CH:23][CH:22]=4)[N:18]([CH:16]4[CH2:17][N:14]([CH:1]([C:2]5[CH:3]=[CH:4][CH:5]=[CH:6][CH:7]=5)[C:8]5[CH:9]=[CH:10][CH:11]=[CH:12][CH:13]=5)[CH2:15]4)[N:19]=3)[N:29]=2)[N:34]([CH2:40][O:41][CH2:42][CH2:43][Si:44]([CH3:46])([CH3:47])[CH3:45])[CH:35]=1)=[O:38])([CH3:59])[CH3:57]. The catalyst class is: 3. (8) Reactant: [CH3:1][O:2][C:3]1[CH:8]=[C:7]([CH3:9])[C:6]([S:10]([N:13]2[CH2:18][CH2:17][CH2:16][CH2:15][CH:14]2[CH2:19][O:20][CH2:21][C:22](O)=[O:23])(=[O:12])=[O:11])=[C:5]([CH3:25])[CH:4]=1.[CH3:26][N:27]1[CH2:32][CH2:31][CH:30]([N:33]2[CH2:38][CH2:37][NH:36][CH2:35][CH2:34]2)[CH2:29][CH2:28]1. Product: [CH3:1][O:2][C:3]1[CH:8]=[C:7]([CH3:9])[C:6]([S:10]([N:13]2[CH2:18][CH2:17][CH2:16][CH2:15][CH:14]2[CH2:19][O:20][CH2:21][C:22]([N:36]2[CH2:35][CH2:34][N:33]([CH:30]3[CH2:31][CH2:32][N:27]([CH3:26])[CH2:28][CH2:29]3)[CH2:38][CH2:37]2)=[O:23])(=[O:12])=[O:11])=[C:5]([CH3:25])[CH:4]=1. The catalyst class is: 4. (9) Reactant: [CH2:1]([O:3][C:4]1[N:8]([CH2:9][C:10]2[CH:15]=[CH:14][C:13]([C:16]3[CH:21]=[CH:20][CH:19]=[CH:18][C:17]=3[C:22]3[N:26](C(C4C=CC=CC=4)(C4C=CC=CC=4)C4C=CC=CC=4)[N:25]=[N:24][N:23]=3)=[CH:12][CH:11]=2)[C:7]2[C:46]([C:50]([O:52][CH:53]([O:55][C:56]([C@H:58]3[CH2:62][C@H:61]([O:63][N+:64]([O-:66])=[O:65])[C@@H:60]([O:67][CH3:68])[CH2:59]3)=[O:57])[CH3:54])=[O:51])=[CH:47][CH:48]=[CH:49][C:6]=2[N:5]=1)[CH3:2]. Product: [CH2:1]([O:3][C:4]1[N:8]([CH2:9][C:10]2[CH:11]=[CH:12][C:13]([C:16]3[CH:21]=[CH:20][CH:19]=[CH:18][C:17]=3[C:22]3[NH:23][N:24]=[N:25][N:26]=3)=[CH:14][CH:15]=2)[C:7]2[C:46]([C:50]([O:52][CH:53]([O:55][C:56]([C@H:58]3[CH2:62][C@H:61]([O:63][N+:64]([O-:66])=[O:65])[C@@H:60]([O:67][CH3:68])[CH2:59]3)=[O:57])[CH3:54])=[O:51])=[CH:47][CH:48]=[CH:49][C:6]=2[N:5]=1)[CH3:2]. The catalyst class is: 5. (10) Reactant: [F:1][C:2]1[C:3](F)=[CH:4][C:5]2[O:11][CH2:10][CH2:9][N:8]([CH3:12])[C:7](=[O:13])[C:6]=2[CH:14]=1.[OH:16][C:17]1[CH:18]=[C:19]([CH:29]=[C:30]([O:32][C@@H:33]([CH3:37])[CH2:34][O:35][CH3:36])[CH:31]=1)[C:20]([NH:22][C:23]1[CH:27]=[CH:26][N:25]([CH3:28])[N:24]=1)=[O:21].C(=O)([O-])[O-].[K+].[K+].O. Product: [F:1][C:2]1[C:3]([O:16][C:17]2[CH:18]=[C:19]([CH:29]=[C:30]([O:32][C@@H:33]([CH3:37])[CH2:34][O:35][CH3:36])[CH:31]=2)[C:20]([NH:22][C:23]2[CH:27]=[CH:26][N:25]([CH3:28])[N:24]=2)=[O:21])=[CH:4][C:5]2[O:11][CH2:10][CH2:9][N:8]([CH3:12])[C:7](=[O:13])[C:6]=2[CH:14]=1. The catalyst class is: 44.